From a dataset of Retrosynthesis with 50K atom-mapped reactions and 10 reaction types from USPTO. Predict the reactants needed to synthesize the given product. (1) Given the product Cc1c(Cl)ccnc1C(=O)C1CC1, predict the reactants needed to synthesize it. The reactants are: Cc1c(Cl)ccnc1C(O)C1CC1. (2) Given the product CC(C)C(C)c1ccc(C(=O)O)cc1, predict the reactants needed to synthesize it. The reactants are: COC(=O)c1ccc(C(C)C(C)C)cc1. (3) The reactants are: COc1ccc2cc(Br)ccc2c1.Cc1ccncc1N1CCNC1=O. Given the product COc1ccc2cc(N3CCN(c4cnccc4C)C3=O)ccc2c1, predict the reactants needed to synthesize it. (4) Given the product CCOC(=O)C(F)=C(CF)NC(=O)Nc1cc(C(=O)OC(C)C)c(Cl)cc1F, predict the reactants needed to synthesize it. The reactants are: CC(C)OC(=O)c1cc(N=C=O)c(F)cc1Cl.CCOC(=O)/C(F)=C(\N)CF. (5) Given the product COCC(=NO)c1ccc(OC(F)(F)F)c(F)c1, predict the reactants needed to synthesize it. The reactants are: COCC(=O)c1ccc(OC(F)(F)F)c(F)c1.NO. (6) Given the product O=C(O)c1cn(C2CC2)c2c(F)c(N3Cc4cccc(Cl)c4C3)c(F)c(F)c2c1=O, predict the reactants needed to synthesize it. The reactants are: Clc1cccc2c1CNC2.O=C(O)c1cn(C2CC2)c2c(F)c(F)c(F)c(F)c2c1=O. (7) Given the product CC1CCCCN1CCn1cc(-c2ccccc2)c(O)n1, predict the reactants needed to synthesize it. The reactants are: CC1CCCCN1CCn1cc(-c2ccccc2)c(OCc2ccccc2)n1. (8) Given the product CC(C)C[C@H](NC(=O)[C@H](Cc1ccccc1)NC(=O)c1cnccn1)B(O)O, predict the reactants needed to synthesize it. The reactants are: CC(C)C[C@H](NC(=O)[C@H](Cc1ccccc1)NC(=O)c1cnccn1)B1O[C@@H]2C[C@@H]3C[C@@H](C3(C)C)[C@]2(C)O1.OBO. (9) Given the product Cc1ccc2c(Nc3cc(C(=O)Nc4cccc(Br)c4)ccc3Sc3ccc(N)cc3)ncnc2n1, predict the reactants needed to synthesize it. The reactants are: Cc1ccc2c(Nc3cc(C(=O)Nc4cccc(Br)c4)ccc3Sc3ccc(NC(=O)OC(C)(C)C)cc3)ncnc2n1.